This data is from Catalyst prediction with 721,799 reactions and 888 catalyst types from USPTO. The task is: Predict which catalyst facilitates the given reaction. (1) Reactant: [CH3:1][S:2]([C:5]1[CH:10]=[CH:9][C:8]([C:11]([C:19]2[NH:27][C:22]3=[N:23][CH:24]=[CH:25][CH:26]=[C:21]3[CH:20]=2)=[CH:12][CH:13]2[CH2:18][CH2:17][O:16][CH2:15][CH2:14]2)=[CH:7][CH:6]=1)(=[O:4])=[O:3]. Product: [CH3:1][S:2]([C:5]1[CH:6]=[CH:7][C:8]([CH:11]([C:19]2[NH:27][C:22]3=[N:23][CH:24]=[CH:25][CH:26]=[C:21]3[CH:20]=2)[CH2:12][CH:13]2[CH2:14][CH2:15][O:16][CH2:17][CH2:18]2)=[CH:9][CH:10]=1)(=[O:3])=[O:4]. The catalyst class is: 43. (2) Reactant: [F:1][C:2]1[C:3]([NH:26][C:27]2[CH:32]=[CH:31][C:30]([I:33])=[CH:29][C:28]=2[F:34])=[C:4]([C:9]([N:11]2[CH2:14][C:13]([C@H:16]([NH:18]C(=O)OC(C)(C)C)[CH3:17])([OH:15])[CH2:12]2)=[O:10])[CH:5]=[CH:6][C:7]=1[F:8].[ClH:35]. Product: [ClH:35].[NH2:18][C@@H:16]([C:13]1([OH:15])[CH2:14][N:11]([C:9]([C:4]2[CH:5]=[CH:6][C:7]([F:8])=[C:2]([F:1])[C:3]=2[NH:26][C:27]2[CH:32]=[CH:31][C:30]([I:33])=[CH:29][C:28]=2[F:34])=[O:10])[CH2:12]1)[CH3:17]. The catalyst class is: 5.